The task is: Predict the product of the given reaction.. This data is from Forward reaction prediction with 1.9M reactions from USPTO patents (1976-2016). Given the reactants [NH2:1][C:2]1[CH:3]=[CH:4][C:5]2[N:9]=[CH:8][N:7]([CH:10]([C:17]3[CH:22]=[CH:21][CH:20]=[CH:19][CH:18]=3)[CH2:11][C:12]([O:14][CH2:15][CH3:16])=[O:13])[C:6]=2[CH:23]=1.C(N(CC)CC)C.[N+:31]([C:34]1[CH:35]=[C:36]([CH:40]=[CH:41][CH:42]=1)[C:37](Cl)=[O:38])([O-:33])=[O:32], predict the reaction product. The product is: [N+:31]([C:34]1[CH:35]=[C:36]([CH:40]=[CH:41][CH:42]=1)[C:37]([NH:1][C:2]1[CH:3]=[CH:4][C:5]2[N:9]=[CH:8][N:7]([CH:10]([C:17]3[CH:18]=[CH:19][CH:20]=[CH:21][CH:22]=3)[CH2:11][C:12]([O:14][CH2:15][CH3:16])=[O:13])[C:6]=2[CH:23]=1)=[O:38])([O-:33])=[O:32].